Dataset: Peptide-MHC class I binding affinity with 185,985 pairs from IEDB/IMGT. Task: Regression. Given a peptide amino acid sequence and an MHC pseudo amino acid sequence, predict their binding affinity value. This is MHC class I binding data. (1) The peptide sequence is RTSKTSLER. The MHC is HLA-A33:01 with pseudo-sequence HLA-A33:01. The binding affinity (normalized) is 0. (2) The peptide sequence is IRFPKTFGY. The MHC is Patr-A0401 with pseudo-sequence Patr-A0401. The binding affinity (normalized) is 0.123. (3) The peptide sequence is ETAWPFFYA. The MHC is HLA-A30:01 with pseudo-sequence HLA-A30:01. The binding affinity (normalized) is 0.0847.